From a dataset of Peptide-MHC class II binding affinity with 134,281 pairs from IEDB. Regression. Given a peptide amino acid sequence and an MHC pseudo amino acid sequence, predict their binding affinity value. This is MHC class II binding data. (1) The peptide sequence is NPQKENDQYIFTGQP. The MHC is DRB1_1101 with pseudo-sequence DRB1_1101. The binding affinity (normalized) is 0.0349. (2) The peptide sequence is KLKLYTGEACRTGDR. The MHC is DRB1_0404 with pseudo-sequence DRB1_0404. The binding affinity (normalized) is 0.246. (3) The peptide sequence is CDERVSSDQSALSEF. The MHC is DRB3_0202 with pseudo-sequence DRB3_0202. The binding affinity (normalized) is 0. (4) The peptide sequence is YPMEIRPRKTHESHL. The MHC is DRB3_0101 with pseudo-sequence DRB3_0101. The binding affinity (normalized) is 0. (5) The peptide sequence is YDNFLANVSTVLTGK. The MHC is DRB1_0701 with pseudo-sequence DRB1_0701. The binding affinity (normalized) is 0.632. (6) The peptide sequence is EKKYFAATVFEPLAA. The binding affinity (normalized) is 0.405. The MHC is HLA-DQA10101-DQB10501 with pseudo-sequence HLA-DQA10101-DQB10501. (7) The peptide sequence is FDPYGATISATPEKA. The MHC is HLA-DPA10201-DPB10501 with pseudo-sequence HLA-DPA10201-DPB10501. The binding affinity (normalized) is 0.117.